This data is from Full USPTO retrosynthesis dataset with 1.9M reactions from patents (1976-2016). The task is: Predict the reactants needed to synthesize the given product. (1) Given the product [CH2:7]([NH:6][C@H:4]([CH:1]1[CH2:3][CH2:2]1)[CH3:5])[C:8]1[CH:13]=[CH:12][CH:11]=[CH:10][CH:9]=1, predict the reactants needed to synthesize it. The reactants are: [CH:1]1([C@@H:4]([NH2:6])[CH3:5])[CH2:3][CH2:2]1.[CH:7](=O)[C:8]1[CH:13]=[CH:12][CH:11]=[CH:10][CH:9]=1.[BH-](OC(C)=O)(OC(C)=O)OC(C)=O.[Na+]. (2) Given the product [O:9]1[CH2:14][CH2:13][CH2:12][CH2:11][CH:10]1[N:15]1[C:19]2[CH:20]=[CH:21][C:22]([C:24](=[N:2][OH:3])[CH2:25][CH3:26])=[CH:23][C:18]=2[N:17]=[CH:16]1, predict the reactants needed to synthesize it. The reactants are: Cl.[NH2:2][OH:3].C([O-])(=O)C.[Na+].[O:9]1[CH2:14][CH2:13][CH2:12][CH2:11][CH:10]1[N:15]1[C:19]2[CH:20]=[CH:21][C:22]([C:24](=O)[CH2:25][CH3:26])=[CH:23][C:18]=2[N:17]=[CH:16]1.O. (3) Given the product [CH3:60][C:54]([CH3:58])([CH2:53][C:51]1[S:52][C:48]([C:45]2[CH:44]=[CH:43][C:42]([NH:41][C:40]([NH:39][C:34]3[CH:33]=[CH:38][C:37]([C:2]([F:31])([F:30])[F:1])=[CH:36][CH:35]=3)=[O:62])=[CH:47][CH:46]=2)=[CH:49][N:50]=1)[C:55]([O:57][CH3:64])=[O:56], predict the reactants needed to synthesize it. The reactants are: [F:1][C:2]([F:31])([F:30])C1C=C(NC(=O)NC2C=CC(C3SC(CCC(OC)=O)=NC=3)=CC=2)C=CC=1.Cl[C:33]1[CH:38]=[CH:37][CH:36]=[CH:35][C:34]=1[NH:39][C:40](=[O:62])[NH:41][C:42]1[CH:47]=[CH:46][C:45]([C:48]2[S:52][C:51]([CH2:53][C:54]([CH2:60]C)([CH2:58]C)[C:55]([OH:57])=[O:56])=[N:50][CH:49]=2)=[CH:44][CH:43]=1.N(C1C=CC(C(F)(F)F)=CC=1)=[C:64]=O. (4) Given the product [Cl:12][C:13]1[CH:18]=[CH:17][CH:16]=[C:15]([F:19])[C:14]=1[CH:20]([CH3:1])[C:21]([O:23][CH3:24])=[O:22], predict the reactants needed to synthesize it. The reactants are: [CH3:1]C(C)([O-])C.[K+].C(O)(C)(C)C.[Cl:12][C:13]1[CH:18]=[CH:17][CH:16]=[C:15]([F:19])[C:14]=1[CH2:20][C:21]([O:23][CH3:24])=[O:22].IC. (5) Given the product [NH2:15][C:10]1[O:11][CH2:12][C@H:13]([F:14])[C@:8]([C:6]2[CH:7]=[C:2]([NH:1][C:21]([CH:18]3[CH2:20][CH2:19]3)=[O:22])[CH:3]=[CH:4][C:5]=2[F:17])([CH3:16])[N:9]=1, predict the reactants needed to synthesize it. The reactants are: [NH2:1][C:2]1[CH:3]=[CH:4][C:5]([F:17])=[C:6]([C@:8]2([CH3:16])[C@@H:13]([F:14])[CH2:12][O:11][C:10]([NH2:15])=[N:9]2)[CH:7]=1.[CH:18]1([C:21](O)=[O:22])[CH2:20][CH2:19]1.